From a dataset of Reaction yield outcomes from USPTO patents with 853,638 reactions. Predict the reaction yield, written as a fraction of the theoretical maximum amount of product (1.0 means a 100% yield; for example, 0.34 means a 34% yield). The reactants are [F:1][C:2]([F:10])=[CH:3][CH:4]1[CH2:8][NH:7][C:6](=[O:9])[CH2:5]1.[BrH:11]. The catalyst is O. The product is [Br:11][C:2]([F:10])([F:1])[CH2:3][CH:4]1[CH2:8][NH:7][C:6](=[O:9])[CH2:5]1. The yield is 0.490.